From a dataset of Forward reaction prediction with 1.9M reactions from USPTO patents (1976-2016). Predict the product of the given reaction. Given the reactants [NH2:1][C:2]1[CH:3]=[C:4]([CH:8]=[CH:9][C:10]=1[CH3:11])[C:5]([OH:7])=[O:6].[C:12](OC(=O)C)(=[O:14])[CH3:13], predict the reaction product. The product is: [C:12]([NH:1][C:2]1[CH:3]=[C:4]([CH:8]=[CH:9][C:10]=1[CH3:11])[C:5]([OH:7])=[O:6])(=[O:14])[CH3:13].